Dataset: Catalyst prediction with 721,799 reactions and 888 catalyst types from USPTO. Task: Predict which catalyst facilitates the given reaction. (1) Product: [Cl:32][CH2:33][CH2:34][C:35]1[C:40](=[O:41])[N:39]2[CH:42]=[CH:43][CH:44]=[C:45]([OH:46])[C:38]2=[N:37][C:36]=1[CH3:54]. The catalyst class is: 43. Reactant: CC1N=C2N(CCCC2O)C(=O)C=1CCN1CCC(C2C3C=CC(F)=CC=3ON=2)CC1.[Cl:32][CH2:33][CH2:34][C:35]1[C:40](=[O:41])[N:39]2[CH:42]=[CH:43][CH:44]=[C:45]([O:46]CC3C=CC=CC=3)[C:38]2=[N:37][C:36]=1[CH3:54].[H][H].Cl. (2) Reactant: [S:1]1[C:5]2[CH:6]=[CH:7][CH:8]=[CH:9][C:4]=2[N:3]=[C:2]1[C:10]1[C:11](=[O:29])[O:12][C:13]2C(C=1)=CC=C(N1CCN(CCO)CC1)C=2.C(N(C(C)C)CC)(C)C.S(Cl)(C1C=CC(C)=CC=1)(=O)=O. Product: [CH3:13][O:12][C:11](=[O:29])[CH2:10][C:2]1[S:1][C:5]2[CH:6]=[CH:7][CH:8]=[CH:9][C:4]=2[N:3]=1. The catalyst class is: 112. (3) Reactant: [NH2:1][C:2]1([C:12]([O:14][CH3:15])=[O:13])[CH2:11][CH2:10][C:5]2([O:9][CH2:8][CH2:7][O:6]2)[CH2:4][CH2:3]1.C(N(CC)CC)C.[Br:23][C:24]1[C:25]([F:35])=[CH:26][C:27]([CH3:34])=[C:28]([CH2:30][C:31](Cl)=[O:32])[CH:29]=1. Product: [Br:23][C:24]1[C:25]([F:35])=[CH:26][C:27]([CH3:34])=[C:28]([CH2:30][C:31]([NH:1][C:2]2([C:12]([O:14][CH3:15])=[O:13])[CH2:3][CH2:4][C:5]3([O:9][CH2:8][CH2:7][O:6]3)[CH2:10][CH2:11]2)=[O:32])[CH:29]=1. The catalyst class is: 4. (4) Reactant: [NH2:1][CH2:2][CH2:3][C:4]([C:7]1[CH:12]=[CH:11][C:10]([NH:13][C:14](=[O:25])[C:15]2[CH:20]=[CH:19][C:18]([O:21][CH3:22])=[C:17]([O:23][CH3:24])[CH:16]=2)=[CH:9][CH:8]=1)([CH3:6])[CH3:5].[N:26]1[C:34]2[C:29](=[N:30][CH:31]=[C:32]([C:35](O)=[O:36])[CH:33]=2)[NH:28][CH:27]=1.C1C=CC2N(O)N=NC=2C=1.C(Cl)CCl. Product: [CH3:24][O:23][C:17]1[CH:16]=[C:15]([CH:20]=[CH:19][C:18]=1[O:21][CH3:22])[C:14]([NH:13][C:10]1[CH:9]=[CH:8][C:7]([C:4]([CH3:5])([CH3:6])[CH2:3][CH2:2][NH:1][C:35]([C:32]2[CH:33]=[C:34]3[N:26]=[CH:27][NH:28][C:29]3=[N:30][CH:31]=2)=[O:36])=[CH:12][CH:11]=1)=[O:25]. The catalyst class is: 2. (5) Reactant: Br[C:2]1[CH:3]=[N:4][C:5]([C:8]([OH:11])([CH3:10])[CH3:9])=[N:6][CH:7]=1.[B:12]1([B:12]2[O:16][C:15]([CH3:18])([CH3:17])[C:14]([CH3:20])([CH3:19])[O:13]2)[O:16][C:15]([CH3:18])([CH3:17])[C:14]([CH3:20])([CH3:19])[O:13]1.C([O-])(=O)C.[K+]. Product: [CH3:19][C:14]1([CH3:20])[C:15]([CH3:18])([CH3:17])[O:16][B:12]([C:2]2[CH:3]=[N:4][C:5]([C:8]([OH:11])([CH3:10])[CH3:9])=[N:6][CH:7]=2)[O:13]1. The catalyst class is: 75. (6) Reactant: [C:1]([O:5][C:6](=[O:28])[NH:7][C:8]1[C:9]([CH2:26][F:27])([CH2:24][F:25])[O:10][CH2:11][C@:12]([C:16]2[CH:21]=[C:20]([NH2:22])[CH:19]=[CH:18][C:17]=2[F:23])([CH2:14][F:15])[N:13]=1)([CH3:4])([CH3:3])[CH3:2].[C:29]([C:31]1[CH:32]=[C:33]([CH3:40])[C:34]([C:37](O)=[O:38])=[N:35][CH:36]=1)#[N:30].C1C=NC2N(O)N=NC=2C=1.C(Cl)CCl. Product: [C:1]([O:5][C:6](=[O:28])[NH:7][C:8]1[C:9]([CH2:26][F:27])([CH2:24][F:25])[O:10][CH2:11][C@:12]([C:16]2[CH:21]=[C:20]([NH:22][C:37]([C:34]3[C:33]([CH3:40])=[CH:32][C:31]([C:29]#[N:30])=[CH:36][N:35]=3)=[O:38])[CH:19]=[CH:18][C:17]=2[F:23])([CH2:14][F:15])[N:13]=1)([CH3:4])([CH3:2])[CH3:3]. The catalyst class is: 303. (7) Reactant: [Cl:1][C:2]1[C:3]2[N:4]([C:8]([S:11][CH3:12])=[N:9][CH:10]=2)[CH:5]=[CH:6][N:7]=1.[I:13]N1C(=O)CCC1=O. Product: [Cl:1][C:2]1[C:3]2[N:4]([C:8]([S:11][CH3:12])=[N:9][C:10]=2[I:13])[CH:5]=[CH:6][N:7]=1. The catalyst class is: 31. (8) Reactant: Cl.[NH:2]1[CH2:7][CH2:6][C:5](=[CH:8][C:9]2[CH:10]=[C:11]([CH:23]=[CH:24][CH:25]=2)[O:12][C:13]2[CH:18]=[CH:17][C:16]([C:19]([F:22])([F:21])[F:20])=[CH:15][N:14]=2)[CH2:4][CH2:3]1.[CH2:26]([C:28]1[S:32][C:31]([NH:33][C:34](=O)[O:35]C2C=CC=CC=2)=[N:30][N:29]=1)[CH3:27].C(N(CC)CC)C.O. Product: [CH2:26]([C:28]1[S:32][C:31]([NH:33][C:34]([N:2]2[CH2:7][CH2:6][C:5](=[CH:8][C:9]3[CH:25]=[CH:24][CH:23]=[C:11]([O:12][C:13]4[CH:18]=[CH:17][C:16]([C:19]([F:22])([F:20])[F:21])=[CH:15][N:14]=4)[CH:10]=3)[CH2:4][CH2:3]2)=[O:35])=[N:30][N:29]=1)[CH3:27]. The catalyst class is: 16. (9) Reactant: Br[C:2]1[CH:31]=[CH:30][C:5]([C:6]([NH:8][C:9]2[CH:14]=[CH:13][C:12]([O:15][C:16]([F:19])([F:18])[F:17])=[C:11]([NH:20][C:21](=[O:29])[CH2:22][N:23]3[CH2:28][CH2:27][O:26][CH2:25][CH2:24]3)[CH:10]=2)=[O:7])=[CH:4][CH:3]=1.Cl.[NH2:33][C:34]1[CH:39]=[CH:38][C:37](B(O)O)=[CH:36][CH:35]=1.C(=O)([O-])[O-].[Na+].[Na+]. Product: [NH2:33][C:34]1[CH:39]=[CH:38][C:37]([C:2]2[CH:3]=[CH:4][C:5]([C:6]([NH:8][C:9]3[CH:14]=[CH:13][C:12]([O:15][C:16]([F:18])([F:19])[F:17])=[C:11]([NH:20][C:21](=[O:29])[CH2:22][N:23]4[CH2:28][CH2:27][O:26][CH2:25][CH2:24]4)[CH:10]=3)=[O:7])=[CH:30][CH:31]=2)=[CH:36][CH:35]=1. The catalyst class is: 12. (10) Reactant: [O:1]1[C:5]2[CH:6]=[CH:7][C:8]([C:10]3([C:13]([NH:15][C:16]4[CH:17]=[C:18]5[C:22](=[CH:23][CH:24]=4)[NH:21][C:20]([CH:25]4[CH2:30][CH2:29][CH2:28][CH2:27][N:26]4C(OC(C)(C)C)=O)=[CH:19]5)=[O:14])[CH2:12][CH2:11]3)=[CH:9][C:4]=2[O:3][CH2:2]1.FC(F)(F)C(O)=O. Product: [O:1]1[C:5]2[CH:6]=[CH:7][C:8]([C:10]3([C:13]([NH:15][C:16]4[CH:17]=[C:18]5[C:22](=[CH:23][CH:24]=4)[NH:21][C:20]([CH:25]4[CH2:30][CH2:29][CH2:28][CH2:27][NH:26]4)=[CH:19]5)=[O:14])[CH2:12][CH2:11]3)=[CH:9][C:4]=2[O:3][CH2:2]1. The catalyst class is: 4.